Dataset: Peptide-MHC class I binding affinity with 185,985 pairs from IEDB/IMGT. Task: Regression. Given a peptide amino acid sequence and an MHC pseudo amino acid sequence, predict their binding affinity value. This is MHC class I binding data. The peptide sequence is EMKTDAATLAQ. The MHC is HLA-A02:06 with pseudo-sequence HLA-A02:06. The binding affinity (normalized) is 0.0615.